From a dataset of Reaction yield outcomes from USPTO patents with 853,638 reactions. Predict the reaction yield, written as a fraction of the theoretical maximum amount of product (1.0 means a 100% yield; for example, 0.34 means a 34% yield). (1) The product is [CH2:20]([C@@H:19]1[NH:27][C:28](=[O:43])[C@@H:29]([N:33]2[CH2:37][CH2:36][C@H:35]([CH2:38][CH:39]([CH3:40])[CH3:41])[C:34]2=[O:42])[CH2:30][CH:31]=[CH:32][CH2:1][O:4][C@@H:5]2[CH2:6][C@@H:7]([C:8]3[CH:9]=[C:10]([O:14][CH3:15])[CH:11]=[CH:12][C:13]=32)[NH:16][CH2:17][C@H:18]1[OH:44])[C:21]1[CH:26]=[CH:25][CH:24]=[CH:23][CH:22]=1. The catalyst is C(Cl)Cl. The yield is 0.750. The reactants are [CH2:1]([O:4][C@H:5]1[C:13]2[C:8](=[CH:9][C:10]([O:14][CH3:15])=[CH:11][CH:12]=2)[C@@H:7]([NH:16][CH2:17][C@@H:18]([OH:44])[C@@H:19]([NH:27][C:28](=[O:43])[C@@H:29]([N:33]2[CH2:37][CH2:36][C@H:35]([CH2:38][CH:39]([CH3:41])[CH3:40])[C:34]2=[O:42])[CH2:30][CH:31]=[CH2:32])[CH2:20][C:21]2[CH:26]=[CH:25][CH:24]=[CH:23][CH:22]=2)[CH2:6]1)C=C. (2) The reactants are [OH:1][CH2:2][CH2:3][O:4][C:5]1[CH:12]=[CH:11]C(C=O)=[CH:7][CH:6]=1.[CH3:13][O:14][C:15]([O:18][CH3:19])([CH3:17])C. The catalyst is CO.C(Cl)Cl. The product is [CH3:19][O:18][CH:15]([O:14][CH3:13])[C:17]1[CH:11]=[CH:12][C:5]([O:4][CH2:3][CH2:2][OH:1])=[CH:6][CH:7]=1. The yield is 0.700. (3) The reactants are [C:1]([OH:5])(=O)[CH2:2][OH:3].[NH2:6][C:7]([CH3:30])([CH3:29])[CH2:8][O:9][C:10]1[CH:19]=[CH:18][CH:17]=[C:16]2[C:11]=1[C:12]([NH:20][C:21]1[CH:26]=[CH:25][C:24]([OH:27])=[C:23]([CH3:28])[CH:22]=1)=[N:13][CH:14]=[N:15]2. No catalyst specified. The yield is 0.530. The product is [OH:3][CH2:2][C:1]([NH:6][C:7]([CH3:30])([CH3:29])[CH2:8][O:9][C:10]1[CH:19]=[CH:18][CH:17]=[C:16]2[C:11]=1[C:12]([NH:20][C:21]1[CH:26]=[CH:25][C:24]([OH:27])=[C:23]([CH3:28])[CH:22]=1)=[N:13][CH:14]=[N:15]2)=[O:5]. (4) The catalyst is C1COCC1. The reactants are [CH3:1][O:2][C:3]1[CH:4]=[C:5]2[C:10](=[CH:11][CH:12]=1)[N:9]=[C:8]([NH:13][CH2:14][CH2:15][CH3:16])[C:7]([CH:17]=[O:18])=[CH:6]2. The yield is 0.980. The product is [CH3:1][O:2][C:3]1[CH:4]=[C:5]2[C:10](=[CH:11][CH:12]=1)[N:9]=[C:8]([NH:13][CH2:14][CH2:15][CH3:16])[C:7]([CH2:17][OH:18])=[CH:6]2. (5) The reactants are I[C:2]1[C:3]([NH2:9])=[N:4][C:5]([NH2:8])=[CH:6][CH:7]=1.C(O)C.C(=O)([O-])[O-].[Na+].[Na+].CC1(C)C(C)(C)OB([C:27]2[CH:28]=[N:29][N:30]([C:32]([C:45]3[CH:50]=[CH:49][CH:48]=[CH:47][CH:46]=3)([C:39]3[CH:44]=[CH:43][CH:42]=[CH:41][CH:40]=3)[C:33]3[CH:38]=[CH:37][CH:36]=[CH:35][CH:34]=3)[CH:31]=2)O1. The catalyst is C1(C)C=CC=CC=1.C1C=CC([P]([Pd]([P](C2C=CC=CC=2)(C2C=CC=CC=2)C2C=CC=CC=2)([P](C2C=CC=CC=2)(C2C=CC=CC=2)C2C=CC=CC=2)[P](C2C=CC=CC=2)(C2C=CC=CC=2)C2C=CC=CC=2)(C2C=CC=CC=2)C2C=CC=CC=2)=CC=1.C(OCC)(=O)C.O. The product is [C:32]([N:30]1[CH:31]=[C:27]([C:2]2[C:3]([NH2:9])=[N:4][C:5]([NH2:8])=[CH:6][CH:7]=2)[CH:28]=[N:29]1)([C:39]1[CH:40]=[CH:41][CH:42]=[CH:43][CH:44]=1)([C:45]1[CH:50]=[CH:49][CH:48]=[CH:47][CH:46]=1)[C:33]1[CH:34]=[CH:35][CH:36]=[CH:37][CH:38]=1. The yield is 0.730.